From a dataset of Forward reaction prediction with 1.9M reactions from USPTO patents (1976-2016). Predict the product of the given reaction. (1) Given the reactants Br[C:2]1[CH:3]=[N:4][C:5]([NH:8][C:9]2[CH:14]=[CH:13][C:12]([CH:15]([OH:20])[C:16]([F:19])([F:18])[F:17])=[CH:11][CH:10]=2)=[N:6][CH:7]=1.[F:21][C:22]1[CH:29]=[CH:28][C:25]([NH:26][CH3:27])=[CH:24][CH:23]=1.C1(P(C2CCCCC2)C2C=CC=CC=2C2C=CC=CC=2)CCCCC1.[Li+].C[Si]([N-][Si](C)(C)C)(C)C, predict the reaction product. The product is: [OH:20][CH:15]([C:12]1[CH:13]=[CH:14][C:9]([NH:8][C:5]2[N:4]=[CH:3][C:2]([N:26]([C:25]3[CH:28]=[CH:29][C:22]([F:21])=[CH:23][CH:24]=3)[CH3:27])=[CH:7][N:6]=2)=[CH:10][CH:11]=1)[C:16]([F:19])([F:18])[F:17]. (2) Given the reactants [CH3:1][CH:2]([C:12]1[CH:34]=[CH:33][C:15]([CH2:16][O:17][CH2:18][CH2:19][O:20][CH2:21][CH2:22][O:23][CH2:24][CH2:25][O:26]C2CCCCO2)=[CH:14][CH:13]=1)[CH2:3][CH2:4][CH2:5][CH2:6][CH2:7][CH2:8][CH2:9][CH2:10][CH3:11].CC1C=CC(S(O)(=O)=O)=CC=1.O, predict the reaction product. The product is: [CH3:1][CH:2]([C:12]1[CH:13]=[CH:14][C:15]([CH2:16][O:17][CH2:18][CH2:19][O:20][CH2:21][CH2:22][O:23][CH2:24][CH2:25][OH:26])=[CH:33][CH:34]=1)[CH2:3][CH2:4][CH2:5][CH2:6][CH2:7][CH2:8][CH2:9][CH2:10][CH3:11].